Predict which catalyst facilitates the given reaction. From a dataset of Catalyst prediction with 721,799 reactions and 888 catalyst types from USPTO. Reactant: [Br:1][C:2]1[CH:3]=[N:4][CH:5]=[C:6]([N+:9]([O-])=O)[C:7]=1[CH3:8]. Product: [Br:1][C:2]1[CH:3]=[N:4][CH:5]=[C:6]([NH2:9])[C:7]=1[CH3:8]. The catalyst class is: 292.